Dataset: CYP3A4 inhibition data for predicting drug metabolism from PubChem BioAssay. Task: Regression/Classification. Given a drug SMILES string, predict its absorption, distribution, metabolism, or excretion properties. Task type varies by dataset: regression for continuous measurements (e.g., permeability, clearance, half-life) or binary classification for categorical outcomes (e.g., BBB penetration, CYP inhibition). Dataset: cyp3a4_veith. (1) The drug is O=C(O)CCC(O)=C1S(=O)(=O)OCCOS1(=O)=O.[Na]. The result is 0 (non-inhibitor). (2) The molecule is CNc1cc(-c2ccccc2CN(C)C)ncn1. The result is 0 (non-inhibitor).